This data is from Full USPTO retrosynthesis dataset with 1.9M reactions from patents (1976-2016). The task is: Predict the reactants needed to synthesize the given product. (1) Given the product [S:11]([C:15]1[CH:16]=[CH:17][C:18]([NH:21][N:22]=[CH:6][C:5]2[CH:8]=[CH:9][C:2]([Cl:1])=[CH:3][CH:4]=2)=[CH:19][CH:20]=1)(=[O:14])(=[O:13])[NH2:12], predict the reactants needed to synthesize it. The reactants are: [Cl:1][C:2]1[CH:9]=[CH:8][C:5]([CH:6]=O)=[CH:4][CH:3]=1.Cl.[S:11]([C:15]1[CH:20]=[CH:19][C:18]([NH:21][NH2:22])=[CH:17][CH:16]=1)(=[O:14])(=[O:13])[NH2:12]. (2) Given the product [Cl:1][C:2]1[CH:3]=[C:4]([N+:9]([O-:11])=[O:10])[CH:5]=[CH:6][C:7]=1[N:13]([CH3:12])[CH:14]1[CH2:15][CH2:16][N:17]([CH3:19])[CH2:18]1, predict the reactants needed to synthesize it. The reactants are: [Cl:1][C:2]1[CH:3]=[C:4]([N+:9]([O-:11])=[O:10])[CH:5]=[CH:6][C:7]=1F.[CH3:12][NH:13][CH:14]1[CH2:18][N:17]([CH3:19])[CH2:16][CH2:15]1.